The task is: Predict the reaction yield, written as a fraction of the theoretical maximum amount of product (1.0 means a 100% yield; for example, 0.34 means a 34% yield).. This data is from Reaction yield outcomes from USPTO patents with 853,638 reactions. The reactants are [CH3:1][O:2][C:3]1[CH:4]=[C:5]2[C:10](=[CH:11][C:12]=1[O:13][CH3:14])[N:9]=[CH:8][N:7]=[C:6]2[O:15][C:16]1[CH:17]=[C:18]([CH:20]=[CH:21][CH:22]=1)[NH2:19].[C:23]1([N:29]=[C:30]=[O:31])[CH:28]=[CH:27][CH:26]=[CH:25][CH:24]=1. The catalyst is C1COCC1. The product is [CH3:1][O:2][C:3]1[CH:4]=[C:5]2[C:10](=[CH:11][C:12]=1[O:13][CH3:14])[N:9]=[CH:8][N:7]=[C:6]2[O:15][C:16]1[CH:17]=[C:18]([NH:19][C:30]([NH:29][C:23]2[CH:28]=[CH:27][CH:26]=[CH:25][CH:24]=2)=[O:31])[CH:20]=[CH:21][CH:22]=1. The yield is 0.500.